From a dataset of Catalyst prediction with 721,799 reactions and 888 catalyst types from USPTO. Predict which catalyst facilitates the given reaction. (1) Reactant: [CH3:1][O:2][C:3]1[CH:17]=[C:16]([O:18][CH3:19])[CH:15]=[CH:14][C:4]=1[C:5]([N:7]1[CH2:12][CH2:11][C:10](=O)[CH2:9][CH2:8]1)=[O:6].Cl.[NH2:21][C@H:22]([C:27]([NH2:29])=[O:28])[CH2:23][CH2:24][S:25][CH3:26].C(N(CC)CC)C. Product: [CH3:1][O:2][C:3]1[CH:17]=[C:16]([O:18][CH3:19])[CH:15]=[CH:14][C:4]=1[C:5]([N:7]1[CH2:12][CH2:11][C:10]2([NH:29][C:27](=[O:28])[C@H:22]([CH2:23][CH2:24][S:25][CH3:26])[NH:21]2)[CH2:9][CH2:8]1)=[O:6]. The catalyst class is: 14. (2) Reactant: [Cl:1][C:2]1[CH:3]=[CH:4][C:5]2[N:6]([CH:8]=[C:9]([C:11]([OH:13])=O)[N:10]=2)[N:7]=1.CN(C(ON1N=NC2C=CC=CC1=2)=[N+](C)C)C.F[P-](F)(F)(F)(F)F.CCN(C(C)C)C(C)C.Br.[Cl:48][C:49]1[CH:50]=[C:51]([C:56]2[CH:65]=[CH:64][C:59]3[NH:60][C:61]([NH2:63])=[N:62][C:58]=3[CH:57]=2)[CH:52]=[C:53]([F:55])[CH:54]=1.C(=O)(O)[O-].[Na+]. Product: [Cl:48][C:49]1[CH:50]=[C:51]([C:56]2[CH:65]=[CH:64][C:59]3[NH:60][C:61]([NH:63][C:11]([C:9]4[N:10]=[C:5]5[CH:4]=[CH:3][C:2]([Cl:1])=[N:7][N:6]5[CH:8]=4)=[O:13])=[N:62][C:58]=3[CH:57]=2)[CH:52]=[C:53]([F:55])[CH:54]=1. The catalyst class is: 3. (3) Product: [Br:1][C:2]1[CH:3]=[CH:4][C:5]([O:12][CH3:13])=[C:6]2[C:11]=1[CH2:10][N:9]([C:24](=[O:25])[CH2:23][C:20]1[CH:21]=[CH:22][C:17]([CH:14]([CH3:15])[CH3:16])=[CH:18][CH:19]=1)[CH2:8][CH2:7]2. Reactant: [Br:1][C:2]1[CH:3]=[CH:4][C:5]([O:12][CH3:13])=[C:6]2[C:11]=1[CH2:10][NH:9][CH2:8][CH2:7]2.[CH:14]([C:17]1[CH:22]=[CH:21][C:20]([CH2:23][C:24](O)=[O:25])=[CH:19][CH:18]=1)([CH3:16])[CH3:15].C(N(CC)CC)C.CN(C(ON1N=NC2C=CC=NC1=2)=[N+](C)C)C.F[P-](F)(F)(F)(F)F. The catalyst class is: 4. (4) Reactant: [NH2:1][C:2]1[N:3]([CH3:25])[C:4](=[O:24])[C:5]2([C:15]3[C:10](=[CH:11][CH:12]=[C:13](Br)[CH:14]=3)[O:9][C:8]([CH3:23])([C:17]3[CH:22]=[CH:21][CH:20]=[CH:19][CH:18]=3)[CH2:7]2)[N:6]=1.[C:26]([C:28]1[CH:33]=[CH:32][C:31](B(O)O)=[CH:30][CH:29]=1)#[N:27]. Product: [NH2:1][C:2]1[N:3]([CH3:25])[C:4](=[O:24])[C:5]2([C:15]3[C:10](=[CH:11][CH:12]=[C:13]([C:30]4[CH:29]=[C:28]([CH:33]=[CH:32][CH:31]=4)[C:26]#[N:27])[CH:14]=3)[O:9][C:8]([CH3:23])([C:17]3[CH:22]=[CH:21][CH:20]=[CH:19][CH:18]=3)[CH2:7]2)[N:6]=1. The catalyst class is: 806. (5) Reactant: [NH2:1][C:2]1[N:6]([CH2:7][CH2:8][CH3:9])[N:5]=[CH:4][C:3]=1[C:10]#[N:11].[C:12]1([C:18](Cl)([C:25]2[CH:30]=[CH:29][CH:28]=[CH:27][CH:26]=2)[C:19]2[CH:24]=[CH:23][CH:22]=[CH:21][CH:20]=2)[CH:17]=[CH:16][CH:15]=[CH:14][CH:13]=1. Product: [CH2:7]([N:6]1[C:2]([NH:1][C:18]([C:12]2[CH:17]=[CH:16][CH:15]=[CH:14][CH:13]=2)([C:25]2[CH:26]=[CH:27][CH:28]=[CH:29][CH:30]=2)[C:19]2[CH:20]=[CH:21][CH:22]=[CH:23][CH:24]=2)=[C:3]([C:10]#[N:11])[CH:4]=[N:5]1)[CH2:8][CH3:9]. The catalyst class is: 17. (6) Reactant: [CH2:1]([C@H:8]([NH:14][C:15](=[O:21])[O:16][C:17]([CH3:20])([CH3:19])[CH3:18])[C@H:9]([OH:13])[CH2:10][NH:11][NH2:12])[C:2]1[CH:7]=[CH:6][CH:5]=[CH:4][CH:3]=1.[C:22]1(=O)[CH2:26][CH2:25][CH2:24][CH2:23]1. Product: [CH2:1]([C@H:8]([NH:14][C:15](=[O:21])[O:16][C:17]([CH3:18])([CH3:20])[CH3:19])[C@H:9]([OH:13])[CH2:10][NH:11][N:12]=[C:22]1[CH2:26][CH2:25][CH2:24][CH2:23]1)[C:2]1[CH:3]=[CH:4][CH:5]=[CH:6][CH:7]=1. The catalyst class is: 32. (7) Reactant: C[C:2]1([CH3:9])[O:6][CH:5]([CH2:7][OH:8])[CH2:4][O:3]1.CC([O-])(C)C.[K+].Br[C:17]1[CH:22]=[CH:21]C=C[N:18]=1. Product: [N:18]1[CH:17]=[CH:22][CH:21]=[CH:9][C:2]=1[O:3][CH2:4][CH:5]([OH:6])[CH2:7][OH:8]. The catalyst class is: 20.